This data is from Full USPTO retrosynthesis dataset with 1.9M reactions from patents (1976-2016). The task is: Predict the reactants needed to synthesize the given product. (1) Given the product [CH2:3]([O:5][C:6]([C:8]1[C:9]2[C:24](=[O:25])[CH2:23][CH:22]([CH3:2])[CH2:21][CH2:20][C:10]=2[N:11]([C:13]([O:15][C:16]([CH3:19])([CH3:17])[CH3:18])=[O:14])[CH:12]=1)=[O:7])[CH3:4], predict the reactants needed to synthesize it. The reactants are: [Li][CH3:2].[CH2:3]([O:5][C:6]([C:8]1[C:9]2[C:24](=[O:25])[CH:23]=[CH:22][CH2:21][CH2:20][C:10]=2[N:11]([C:13]([O:15][C:16]([CH3:19])([CH3:18])[CH3:17])=[O:14])[CH:12]=1)=[O:7])[CH3:4]. (2) Given the product [CH:5]1([C:8]2[CH:13]=[C:12]([CH:14]=[O:15])[CH:11]=[C:10]([O:16][CH:2]([CH3:4])[CH3:3])[C:9]=2[C:17]2[CH:18]=[CH:19][C:20]([F:23])=[CH:21][CH:22]=2)[CH2:6][CH2:7]1, predict the reactants needed to synthesize it. The reactants are: Br[CH:2]([CH3:4])[CH3:3].[CH:5]1([C:8]2[CH:13]=[C:12]([CH:14]=[O:15])[CH:11]=[C:10]([OH:16])[C:9]=2[C:17]2[CH:22]=[CH:21][C:20]([F:23])=[CH:19][CH:18]=2)[CH2:7][CH2:6]1.C(=O)([O-])[O-].[K+].[K+].CN(C=O)C. (3) Given the product [Cl:1][C:2]1[CH:3]=[C:4]2[C:8](=[CH:9][CH:10]=1)[NH:7][C:6](=[O:11])/[C:5]/2=[CH:22]\[C:18]1[NH:19][C:20]([CH3:21])=[C:16]([S:13]([CH3:12])(=[O:15])=[O:14])[C:17]=1[C:24]1[CH:29]=[CH:28][CH:27]=[CH:26][CH:25]=1, predict the reactants needed to synthesize it. The reactants are: [Cl:1][C:2]1[CH:3]=[C:4]2[C:8](=[CH:9][CH:10]=1)[NH:7][C:6](=[O:11])[CH2:5]2.[CH3:12][S:13]([C:16]1[C:17]([C:24]2[CH:29]=[CH:28][CH:27]=[CH:26][CH:25]=2)=[C:18]([CH:22]=O)[NH:19][C:20]=1[CH3:21])(=[O:15])=[O:14].CC1(C)C(C)(C)OB(C2C=CC=C3C=2C=CN3)O1.N1CCCCC1. (4) Given the product [Br:1][C:2]1[N:6]2[C:7]3[CH:14]=[C:13]([O:15][CH:16]([CH3:17])[CH3:18])[C:12]([O:19][CH3:20])=[CH:11][C:8]=3[O:9][CH2:10][C:5]2=[C:4]([C:21]([OH:23])=[O:22])[N:3]=1, predict the reactants needed to synthesize it. The reactants are: [Br:1][C:2]1[N:6]2[C:7]3[CH:14]=[C:13]([O:15][CH:16]([CH3:18])[CH3:17])[C:12]([O:19][CH3:20])=[CH:11][C:8]=3[O:9][CH2:10][C:5]2=[C:4]([C:21]([O:23]CC)=[O:22])[N:3]=1.[OH-].[K+]. (5) Given the product [Cl:1][C:2]1[N:3]=[C:4]2[CH:9]=[CH:8][CH:7]=[CH:6][N:5]2[C:10]=1[C:12]1[N:20]=[C:19]([CH3:21])[N:18]=[C:17]2[C:13]=1[N:14]=[CH:15][NH:16]2, predict the reactants needed to synthesize it. The reactants are: [Cl:1][C:2]1[N:3]=[C:4]2[CH:9]=[CH:8][CH:7]=[CH:6][N:5]2[CH:10]=1.Cl[C:12]1[N:20]=[C:19]([CH3:21])[N:18]=[C:17]2[C:13]=1[N:14]=[CH:15][N:16]2C1CCCCO1.C(=O)([O-])[O-].[K+].[K+].C1(P(C2C=CC=CC=2)C2C=CC=CC=2)C=CC=CC=1. (6) Given the product [Cl:60][C:58]1[CH:57]=[CH:56][C:54]2[N:55]=[C:51]([NH:31][C@H:32]3[CH2:36][CH2:35][CH2:34][C@@H:33]3[NH:37][C:38](=[O:49])[C:39]3[C:44]([O:45][CH3:46])=[CH:43][CH:42]=[CH:41][C:40]=3[O:47][CH3:48])[S:52][C:53]=2[CH:59]=1, predict the reactants needed to synthesize it. The reactants are: COC1C=CC=C(OC)C=1C(N[C@H]1CCC[C@H]1NC1C=NC2C(=CC=CC=2)N=1)=O.Cl.[NH2:31][C@H:32]1[CH2:36][CH2:35][CH2:34][C@@H:33]1[NH:37][C:38](=[O:49])[C:39]1[C:44]([O:45][CH3:46])=[CH:43][CH:42]=[CH:41][C:40]=1[O:47][CH3:48].Cl[C:51]1[S:52][C:53]2[CH:59]=[C:58]([Cl:60])[CH:57]=[CH:56][C:54]=2[N:55]=1. (7) The reactants are: Br[CH2:2][C:3]1[CH:8]=[CH:7][C:6]([O:9][C:10]([F:13])([F:12])[F:11])=[CH:5][CH:4]=1.C[O:15][C:16](=[O:37])[CH2:17][O:18][C:19]1[CH:27]=[CH:26][C:25]([S:28][CH2:29][C:30]2[CH:35]=[CH:34][C:33]([OH:36])=[CH:32][CH:31]=2)=[C:24]2[C:20]=1[CH2:21][CH2:22][CH2:23]2. Given the product [F:11][C:10]([F:13])([F:12])[O:9][C:6]1[CH:7]=[CH:8][C:3]([CH2:2][O:36][C:33]2[CH:32]=[CH:31][C:30]([CH2:29][S:28][C:25]3[CH:26]=[CH:27][C:19]([O:18][CH2:17][C:16]([OH:37])=[O:15])=[C:20]4[C:24]=3[CH2:23][CH2:22][CH2:21]4)=[CH:35][CH:34]=2)=[CH:4][CH:5]=1, predict the reactants needed to synthesize it. (8) Given the product [O:1]=[C:2]1[CH2:3][CH2:4][CH:5]([NH:8][C:9](=[O:15])[O:10][C:11]([CH3:13])([CH3:12])[CH3:14])[CH2:6][CH2:7]1, predict the reactants needed to synthesize it. The reactants are: [OH:1][CH:2]1[CH2:7][CH2:6][CH:5]([NH:8][C:9](=[O:15])[O:10][C:11]([CH3:14])([CH3:13])[CH3:12])[CH2:4][CH2:3]1.CC(OI1(OC(C)=O)(OC(C)=O)OC(=O)C2C=CC=CC1=2)=O.